This data is from Experimentally validated miRNA-target interactions with 360,000+ pairs, plus equal number of negative samples. The task is: Binary Classification. Given a miRNA mature sequence and a target amino acid sequence, predict their likelihood of interaction. The miRNA is mmu-miR-871-5p with sequence UAUUCAGAUUAGUGCCAGUCAUG. The protein sequence of the target gene is MSYPQGYLYQAPGSLALYSCPAYGASALAAPRSEELARSASGSAFSPYPGSAAFTAQAATGFGSPLQYSADAAAAAAAGFPSYVGSPYDTHTTGMTGAISYHPYGSAAYPYQLNDPAYRKNATRDATATLKAWLNEHRKNPYPTKGEKIMLAIITKMTLTQVSTWFANARRRLKKENKMTWAPRNKSEDEDEDEGDASRSKEESSDKAQDGTETSAEDEGISLHVDSLTDHSCSAESDGEKLPCRAGDALCESGSECKDKFEDLEDEEDEEDECERDLAPPKPVTSSPLTGVEAPLLSPA.... Result: 1 (interaction).